From a dataset of Peptide-MHC class I binding affinity with 185,985 pairs from IEDB/IMGT. Regression. Given a peptide amino acid sequence and an MHC pseudo amino acid sequence, predict their binding affinity value. This is MHC class I binding data. (1) The peptide sequence is FREVWKQLF. The MHC is HLA-B57:01 with pseudo-sequence HLA-B57:01. The binding affinity (normalized) is 0.0847. (2) The peptide sequence is QLKSRAAVL. The MHC is HLA-A01:01 with pseudo-sequence HLA-A01:01. The binding affinity (normalized) is 0.0847. (3) The peptide sequence is FLKEEGGL. The MHC is HLA-A24:02 with pseudo-sequence HLA-A24:02. The binding affinity (normalized) is 0. (4) The peptide sequence is NQGNILMDSI. The MHC is HLA-A02:06 with pseudo-sequence HLA-A02:06. The binding affinity (normalized) is 0.257. (5) The peptide sequence is YECTSRHFT. The MHC is HLA-B15:01 with pseudo-sequence HLA-B15:01. The binding affinity (normalized) is 0.0847. (6) The peptide sequence is YLPTQQDVL. The MHC is HLA-B45:01 with pseudo-sequence HLA-B45:01. The binding affinity (normalized) is 0.